Task: Predict the reactants needed to synthesize the given product.. Dataset: Full USPTO retrosynthesis dataset with 1.9M reactions from patents (1976-2016) (1) Given the product [OH:1][CH2:2][C:3]1[O:10][C:9]([CH:11]=[O:12])=[CH:7][CH:5]=1.[CH3:13][O:12][CH2:11][C:9]1[O:10][C:3]([CH:2]=[O:1])=[CH:5][CH:7]=1.[CH3:13][O:14][C:11](=[O:12])[CH2:9][CH2:7][C:5]([CH3:3])=[O:6].[C:11]([OH:12])(=[O:17])[CH2:9][CH2:7][C:5]([CH3:3])=[O:6], predict the reactants needed to synthesize it. The reactants are: [OH:1][CH2:2][C:3]([C@H:5]([C@@H:7]([C@@H:9]([CH2:11][OH:12])[OH:10])O)[OH:6])=O.[CH3:13][OH:14].O.S(=O)(=O)(O)[OH:17]. (2) Given the product [CH3:1][NH:2][C:3]([C:5]1[C:13]2[C:8](=[N:9][C:10]([N:15]([S:16]([CH3:19])(=[O:18])=[O:17])[CH3:27])=[C:11]([I:14])[CH:12]=2)[O:7][C:6]=1[C:20]1[CH:25]=[CH:24][C:23]([F:26])=[CH:22][CH:21]=1)=[O:4], predict the reactants needed to synthesize it. The reactants are: [CH3:1][NH:2][C:3]([C:5]1[C:13]2[C:8](=[N:9][C:10]([NH:15][S:16]([CH3:19])(=[O:18])=[O:17])=[C:11]([I:14])[CH:12]=2)[O:7][C:6]=1[C:20]1[CH:25]=[CH:24][C:23]([F:26])=[CH:22][CH:21]=1)=[O:4].[C:27](=O)([O-])[O-].[K+].[K+].IC.